This data is from Forward reaction prediction with 1.9M reactions from USPTO patents (1976-2016). The task is: Predict the product of the given reaction. (1) Given the reactants [Br:1][C:2]1[CH:10]=[CH:9][C:5]([C:6]([OH:8])=O)=[CH:4][CH:3]=1.Cl.Cl.[CH2:13]([CH:15]([N:18]1[CH2:23][CH2:22][NH:21][CH2:20][CH2:19]1)[CH2:16][CH3:17])[CH3:14].Cl.CN(C)CCCN=C=NCC.O.ON1C2C=CC=CC=2N=N1.CN1CCOCC1.[OH-].[Na+], predict the reaction product. The product is: [Br:1][C:2]1[CH:3]=[CH:4][C:5]([C:6]([N:21]2[CH2:22][CH2:23][N:18]([CH:15]([CH2:16][CH3:17])[CH2:13][CH3:14])[CH2:19][CH2:20]2)=[O:8])=[CH:9][CH:10]=1. (2) Given the reactants [CH3:1][C:2]1[CH:3]=[C:4]([NH2:15])[CH:5]=[CH:6][C:7]=1[CH2:8][CH:9]1[CH2:14][CH2:13][NH:12][CH2:11][CH2:10]1.[CH3:1][C:2]1[CH:3]=[C:4]([NH2:15])[CH:5]=[CH:6][C:7]=1[CH2:8][CH:9]1[CH2:10][CH2:11][NH:12][CH2:13][CH2:14]1.Cl[C:32]1[N:37]=[C:36]([C:38]2[S:42][C:41]([N:43]([CH3:45])[CH3:44])=[N:40][C:39]=2[C:46]2[CH:47]=[C:48]([NH:52][C:53](=[O:62])[C:54]3[C:59]([F:60])=[CH:58][CH:57]=[CH:56][C:55]=3[F:61])[CH:49]=[CH:50][CH:51]=2)[CH:35]=[CH:34][N:33]=1, predict the reaction product. The product is: [CH3:44][N:43]([CH3:45])[C:41]1[S:42][C:38]([C:36]2[CH:35]=[CH:34][N:33]=[C:32]([NH:15][C:4]3[CH:5]=[CH:6][C:7]([CH2:8][CH:9]4[CH2:10][CH2:11][NH:12][CH2:13][CH2:14]4)=[C:2]([CH3:1])[CH:3]=3)[N:37]=2)=[C:39]([C:46]2[CH:47]=[C:48]([NH:52][C:53](=[O:62])[C:54]3[C:55]([F:61])=[CH:56][CH:57]=[CH:58][C:59]=3[F:60])[CH:49]=[CH:50][CH:51]=2)[N:40]=1. (3) Given the reactants FC(F)(F)C(O)=O.[NH2:8][C@H:9]([C:19]1[C:24]([C:25]2[CH:26]=[CH:27][C:28]([F:34])=[C:29]([CH:33]=2)[C:30]([NH2:32])=[O:31])=[CH:23][CH:22]=[CH:21][N:20]=1)[CH2:10][C:11]1[CH:16]=[C:15]([F:17])[CH:14]=[C:13]([F:18])[CH:12]=1.C([CH:37]([N:41]1[C:49]2[C:48]([F:51])([F:50])[CH2:47][CH2:46][C:45](=[O:52])[C:44]=2[C:43]([CH:53]([F:55])[F:54])=[N:42]1)[C:38](O)=[O:39])C, predict the reaction product. The product is: [F:55][CH:53]([F:54])[C:43]1[C:44]2[C:45](=[O:52])[CH2:46][CH2:47][C:48]([F:51])([F:50])[C:49]=2[N:41]([CH2:37][C:38]([NH:8][C@H:9]([C:19]2[C:24]([C:25]3[CH:26]=[CH:27][C:28]([F:34])=[C:29]([CH:33]=3)[C:30]([NH2:32])=[O:31])=[CH:23][CH:22]=[CH:21][N:20]=2)[CH2:10][C:11]2[CH:12]=[C:13]([F:18])[CH:14]=[C:15]([F:17])[CH:16]=2)=[O:39])[N:42]=1. (4) Given the reactants [C:1]([P:5]([C:18]([CH3:21])([CH3:20])[CH3:19])[C:6]1[CH:11]=[CH:10][CH:9]=[CH:8][C:7]=1[C:12]1[CH:17]=[CH:16][CH:15]=[CH:14][CH:13]=1)([CH3:4])([CH3:3])[CH3:2].P.[Cu:23](Br)[Br:24], predict the reaction product. The product is: [Cu:23][Br:24].[C:18]([P:5]([C:1]([CH3:4])([CH3:3])[CH3:2])[C:6]1[CH:11]=[CH:10][CH:9]=[CH:8][C:7]=1[C:12]1[CH:17]=[CH:16][CH:15]=[CH:14][CH:13]=1)([CH3:21])([CH3:20])[CH3:19].